From a dataset of Reaction yield outcomes from USPTO patents with 853,638 reactions. Predict the reaction yield, written as a fraction of the theoretical maximum amount of product (1.0 means a 100% yield; for example, 0.34 means a 34% yield). The reactants are [CH2:1]([O:8][C:9]1[CH:14]=[CH:13][N:12]([C:15]2[CH:23]=[C:22]3[C:18]([C:19]4[CH2:29][CH2:28][CH2:27][NH:26][CH2:25][C:20]=4[N:21]3[CH3:24])=[CH:17][CH:16]=2)[C:11](=[O:30])[CH:10]=1)[C:2]1[CH:7]=[CH:6][CH:5]=[CH:4][CH:3]=1.[ClH:31].C(OCC)C. The catalyst is C(Cl)Cl. The product is [ClH:31].[CH2:1]([O:8][C:9]1[CH:14]=[CH:13][N:12]([C:15]2[CH:23]=[C:22]3[C:18]([C:19]4[CH2:29][CH2:28][CH2:27][NH:26][CH2:25][C:20]=4[N:21]3[CH3:24])=[CH:17][CH:16]=2)[C:11](=[O:30])[CH:10]=1)[C:2]1[CH:3]=[CH:4][CH:5]=[CH:6][CH:7]=1. The yield is 0.990.